Predict the product of the given reaction. From a dataset of Forward reaction prediction with 1.9M reactions from USPTO patents (1976-2016). (1) The product is: [F:1][C:2]1[CH:3]=[CH:4][C:5]([CH2:6][C:7]2[N:11]([CH2:12][C:13]([O:15][N:37]=[C:38]([C:40]3[N:45]=[CH:44][CH:43]=[CH:42][N:41]=3)[NH2:39])=[O:14])[N:10]=[C:9]([C:16]3[CH:21]=[CH:20][N:19]=[CH:18][CH:17]=3)[CH:8]=2)=[CH:22][CH:23]=1. Given the reactants [F:1][C:2]1[CH:23]=[CH:22][C:5]([CH2:6][C:7]2[N:11]([CH2:12][C:13]([OH:15])=[O:14])[N:10]=[C:9]([C:16]3[CH:21]=[CH:20][N:19]=[CH:18][CH:17]=3)[CH:8]=2)=[CH:4][CH:3]=1.C1N=CN(C(N2C=NC=C2)=O)C=1.O[N:37]=[C:38]([C:40]1[N:45]=[CH:44][CH:43]=[CH:42][N:41]=1)[NH2:39], predict the reaction product. (2) Given the reactants [H-].[Na+].[N:3]1([C:9](=[O:13])[C@H:10]([OH:12])[CH3:11])[CH2:8][CH2:7][O:6][CH2:5][CH2:4]1.[C:14]1([CH3:24])[CH:19]=[CH:18][C:17]([S:20](Cl)(=[O:22])=[O:21])=[CH:16][CH:15]=1.Cl, predict the reaction product. The product is: [CH3:24][C:14]1[CH:19]=[CH:18][C:17]([S:20]([O:12][C@H:10]([CH3:11])[C:9]([N:3]2[CH2:8][CH2:7][O:6][CH2:5][CH2:4]2)=[O:13])(=[O:22])=[O:21])=[CH:16][CH:15]=1. (3) Given the reactants [H-].[Na+].[CH2:3]1[CH2:7]O[CH2:5][CH2:4]1.[Br:8][C:9]1[CH:10]=[C:11]2[NH:17][CH:16]=[CH:15][C:12]2=[N:13][CH:14]=1.C1(CBr)CC1, predict the reaction product. The product is: [Br:8][C:9]1[CH:10]=[C:11]2[N:17]([CH2:5][CH:4]3[CH2:7][CH2:3]3)[CH:16]=[CH:15][C:12]2=[N:13][CH:14]=1.